From a dataset of Forward reaction prediction with 1.9M reactions from USPTO patents (1976-2016). Predict the product of the given reaction. (1) Given the reactants CN1CCNCC1.[CH3:8][N:9]1[CH2:14][CH2:13][N:12]([CH2:15][CH2:16][CH2:17][NH:18][C:19]([C:21]2[CH:38]=[CH:37][C:24]3[NH:25][C:26]([C:28]4[N:29]=[N:30][C:31]5[C:36]=4[CH2:35][CH:34]=[CH:33][CH:32]=5)=[N:27][C:23]=3[CH:22]=2)=[O:20])[CH2:11][CH2:10]1, predict the reaction product. The product is: [CH3:8][N:9]1[CH2:14][CH2:13][N:12]([CH2:15][CH2:16][CH2:17][NH:18][C:19]([C:21]2[CH:38]=[CH:37][C:24]3[NH:25][C:26]([C:28]4[C:36]5[C:31](=[CH:32][CH:33]=[CH:34][CH:35]=5)[NH:30][N:29]=4)=[N:27][C:23]=3[CH:22]=2)=[O:20])[CH2:11][CH2:10]1. (2) Given the reactants CCN(C(C)C)C(C)C.[CH3:10][O:11][C:12]1[CH:13]=[CH:14][CH:15]=[C:16]2[C:21]=1[O:20][C:19](=[O:22])[C:18]([C:23]([OH:25])=O)=[CH:17]2.CN(C(ON1N=NC2C=CC=NC1=2)=[N+](C)C)C.F[P-](F)(F)(F)(F)F.[CH:50]1[C:59]2[C:54](=[CH:55][CH:56]=[CH:57][CH:58]=2)[CH:53]=[CH:52][C:51]=1[C:60]1[CH:61]=[C:62]([NH2:66])[CH:63]=[CH:64][CH:65]=1, predict the reaction product. The product is: [CH:50]1[C:59]2[C:54](=[CH:55][CH:56]=[CH:57][CH:58]=2)[CH:53]=[CH:52][C:51]=1[C:60]1[CH:61]=[C:62]([NH:66][C:23]([C:18]2[C:19](=[O:22])[O:20][C:21]3[C:16]([CH:17]=2)=[CH:15][CH:14]=[CH:13][C:12]=3[O:11][CH3:10])=[O:25])[CH:63]=[CH:64][CH:65]=1. (3) Given the reactants S(=O)(=O)(O)O.Cl[C:7]1[N:15]=[C:14]2[C:10]([N:11](C[C@H]3CC[C@H](C)CC3)[CH:12]=[N:13]2)=[C:9](C2C=C(OCCOC)C=C(Cl)C=2)[N:8]=1.[CH3:36][N:37](C)C(=O)C, predict the reaction product. The product is: [N:8]1[CH:9]=[C:10]2[C:14]([N:13]=[CH:12][NH:11]2)=[N:15][C:7]=1[C:36]#[N:37]. (4) Given the reactants [H-].[Na+].[CH2:3]1[C:12]2[C:7](=[CH:8][CH:9]=[CH:10][CH:11]=2)[CH2:6][CH2:5][NH:4]1.Cl[C:14]1[CH:19]=[CH:18][N:17]=[CH:16][C:15]=1[N+:20]([O-:22])=[O:21], predict the reaction product. The product is: [N+:20]([C:15]1[CH:16]=[N:17][CH:18]=[CH:19][C:14]=1[N:4]1[CH2:5][CH2:6][C:7]2[C:12](=[CH:11][CH:10]=[CH:9][CH:8]=2)[CH2:3]1)([O-:22])=[O:21].